From a dataset of Catalyst prediction with 721,799 reactions and 888 catalyst types from USPTO. Predict which catalyst facilitates the given reaction. The catalyst class is: 2. Product: [Cl:12][C:13]1[CH:18]=[C:17]([C:19]([F:21])([F:20])[F:22])[CH:16]=[C:15]([Cl:23])[C:14]=1[NH:24][NH:25][C:7](=[O:8])[C:6]1[CH:10]=[CH:11][C:3]([C:1]#[N:2])=[CH:4][CH:5]=1. Reactant: [C:1]([C:3]1[CH:11]=[CH:10][C:6]([C:7](Cl)=[O:8])=[CH:5][CH:4]=1)#[N:2].[Cl:12][C:13]1[CH:18]=[C:17]([C:19]([F:22])([F:21])[F:20])[CH:16]=[C:15]([Cl:23])[C:14]=1[NH:24][NH2:25].[OH-].[Na+].